Predict the reactants needed to synthesize the given product. From a dataset of Full USPTO retrosynthesis dataset with 1.9M reactions from patents (1976-2016). (1) Given the product [F:12][C:13]1[CH:14]=[C:15]([C:2]2[CH:3]=[C:4]([CH:9]=[CH:10][N:11]=2)[C:5]([O:7][CH3:8])=[O:6])[CH:16]=[C:17]([F:20])[C:18]=1[F:19], predict the reactants needed to synthesize it. The reactants are: Br[C:2]1[CH:3]=[C:4]([CH:9]=[CH:10][N:11]=1)[C:5]([O:7][CH3:8])=[O:6].[F:12][C:13]1[CH:14]=[C:15](B(O)O)[CH:16]=[C:17]([F:20])[C:18]=1[F:19].C(=O)([O-])[O-].[K+].[K+]. (2) Given the product [Cl:1][C:2]1[CH:3]=[N:4][C:5]([N:12]2[CH2:13][CH:14]([N:16]([C:17]3[CH:22]=[CH:21][C:20]([F:23])=[CH:19][C:18]=3[CH3:24])[CH3:25])[CH2:15]2)=[C:6]([CH:11]=1)[C:7]([OH:9])=[O:8], predict the reactants needed to synthesize it. The reactants are: [Cl:1][C:2]1[CH:3]=[N:4][C:5]([N:12]2[CH2:15][CH:14]([N:16]([CH3:25])[C:17]3[CH:22]=[CH:21][C:20]([F:23])=[CH:19][C:18]=3[CH3:24])[CH2:13]2)=[C:6]([CH:11]=1)[C:7]([O:9]C)=[O:8]. (3) The reactants are: [OH-].[K+].C([O:6][C:7]1[CH:12]=[CH:11][CH:10]=[C:9]([CH2:13][CH2:14][C:15]2[CH:20]=[CH:19][C:18]([O:21]C(=O)C)=[CH:17][CH:16]=2)[CH:8]=1)(=O)C.Cl.O. Given the product [CH2:13]([C:9]1[CH:8]=[C:7]([OH:6])[CH:12]=[CH:11][CH:10]=1)[CH2:14][C:15]1[CH:16]=[CH:17][C:18]([OH:21])=[CH:19][CH:20]=1, predict the reactants needed to synthesize it. (4) Given the product [CH3:37][O:38][C:39]1[CH:40]=[C:41]([CH:46]=[CH:47][C:48]=1[N:49]([C@@H:11]([C:13]1[CH:18]=[CH:17][CH:16]=[CH:15][CH:14]=1)[CH2:10][N:7]1[CH2:8][CH2:9][C@H:5]([O:4][CH2:3][O:2][CH3:1])[CH2:6]1)[CH3:50])[C:42]([O:44][CH3:45])=[O:43], predict the reactants needed to synthesize it. The reactants are: [CH3:1][O:2][CH2:3][O:4][C@H:5]1[CH2:9][CH2:8][N:7]([CH2:10][C@H:11]([C:13]2[CH:18]=[CH:17][CH:16]=[CH:15][CH:14]=2)O)[CH2:6]1.COCO[C@H]1CCN([C@H](C2C=CC=CC=2)CO)C1.[CH3:37][O:38][C:39]1[CH:40]=[C:41]([CH:46]=[CH:47][C:48]=1[NH:49][CH3:50])[C:42]([O:44][CH3:45])=[O:43]. (5) Given the product [CH3:29][CH:30]([CH3:57])[C@H:31]([NH:39][C:40](=[O:56])[C:41]1[CH:42]=[CH:43][C:44]([C:2]2[N:6]3[N:7]=[CH:8][CH:9]=[C:10]([N:11]4[CH2:16][CH2:15][O:14][CH2:13][CH2:12]4)[C:5]3=[N:4][C:3]=2[C:17]#[C:18][C:19]2[CH:28]=[CH:27][C:26]3[C:21](=[CH:22][CH:23]=[CH:24][CH:25]=3)[N:20]=2)=[CH:45][CH:46]=1)[C:32]([O:34][C:35]([CH3:38])([CH3:37])[CH3:36])=[O:33], predict the reactants needed to synthesize it. The reactants are: Br[C:2]1[N:6]2[N:7]=[CH:8][CH:9]=[C:10]([N:11]3[CH2:16][CH2:15][O:14][CH2:13][CH2:12]3)[C:5]2=[N:4][C:3]=1[C:17]#[C:18][C:19]1[CH:28]=[CH:27][C:26]2[C:21](=[CH:22][CH:23]=[CH:24][CH:25]=2)[N:20]=1.[CH3:29][CH:30]([CH3:57])[C@H:31]([NH:39][C:40](=[O:56])[C:41]1[CH:46]=[CH:45][C:44](B2OC(C)(C)C(C)(C)O2)=[CH:43][CH:42]=1)[C:32]([O:34][C:35]([CH3:38])([CH3:37])[CH3:36])=[O:33]. (6) Given the product [C:1]([C:3]1[CH:8]=[CH:7][C:6]([N:9]2[CH2:14][CH2:13][O:12][C:11]3[CH:15]=[C:16]([S:19]([O:32][C:31]4[C:30]([F:33])=[C:29]([F:34])[C:28]([F:35])=[C:27]([F:36])[C:26]=4[F:25])(=[O:21])=[O:20])[CH:17]=[CH:18][C:10]2=3)=[C:5]([O:23][CH3:24])[CH:4]=1)#[N:2], predict the reactants needed to synthesize it. The reactants are: [C:1]([C:3]1[CH:8]=[CH:7][C:6]([N:9]2[CH2:14][CH2:13][O:12][C:11]3[CH:15]=[C:16]([S:19](Cl)(=[O:21])=[O:20])[CH:17]=[CH:18][C:10]2=3)=[C:5]([O:23][CH3:24])[CH:4]=1)#[N:2].[F:25][C:26]1[C:31]([OH:32])=[C:30]([F:33])[C:29]([F:34])=[C:28]([F:35])[C:27]=1[F:36].C(N(CC)CC)C. (7) Given the product [Cl:12][CH2:8][C:3]1[C:2]([F:1])=[CH:7][CH:6]=[CH:5][N:4]=1, predict the reactants needed to synthesize it. The reactants are: [F:1][C:2]1[C:3]([CH2:8]O)=[N:4][CH:5]=[CH:6][CH:7]=1.S(Cl)([Cl:12])=O.C(=O)(O)[O-].[Na+]. (8) Given the product [CH3:1][O:2][C:3]1[CH:4]=[C:5]2[C:10](=[CH:11][C:12]=1[N+:13]([O-:15])=[O:14])[CH2:9][N:8]([CH:17]([CH3:18])[CH2:19][CH3:20])[CH2:7][CH2:6]2, predict the reactants needed to synthesize it. The reactants are: [CH3:1][O:2][C:3]1[CH:4]=[C:5]2[C:10](=[CH:11][C:12]=1[N+:13]([O-:15])=[O:14])[CH2:9][NH:8][CH2:7][CH2:6]2.I[CH:17]([CH2:19][CH3:20])[CH3:18].C(=O)([O-])[O-].[K+].[K+]. (9) Given the product [CH2:26]([O:25][C:23]([C:22]1[S:21][C:2]2[C:9]([C:10]([F:13])([F:12])[F:11])=[CH:8][CH:7]=[CH:6][C:3]=2[CH:4]=1)=[O:24])[CH3:27], predict the reactants needed to synthesize it. The reactants are: F[C:2]1[C:9]([C:10]([F:13])([F:12])[F:11])=[CH:8][CH:7]=[CH:6][C:3]=1[CH:4]=O.CCN(CC)CC.[SH:21][CH2:22][C:23]([O:25][CH2:26][CH3:27])=[O:24].